This data is from Forward reaction prediction with 1.9M reactions from USPTO patents (1976-2016). The task is: Predict the product of the given reaction. (1) Given the reactants [CH3:1]C(C)([O-])C.[K+].[CH3:7][C:8]1[CH:13]=[C:12]([NH:14][C:15]2[CH:20]=[C:19]([C:21]([F:24])([F:23])[F:22])[CH:18]=[CH:17][N:16]=2)[N:11]=[C:10]([C:25]2[CH:26]=[N:27][C:28]([C:31]([C@H:33]3[CH2:38][CH2:37][C@H:36]([C:39]([O:41][CH3:42])=[O:40])[CH2:35][CH2:34]3)=O)=[CH:29][CH:30]=2)[CH:9]=1, predict the reaction product. The product is: [CH3:7][C:8]1[CH:13]=[C:12]([NH:14][C:15]2[CH:20]=[C:19]([C:21]([F:23])([F:22])[F:24])[CH:18]=[CH:17][N:16]=2)[N:11]=[C:10]([C:25]2[CH:26]=[N:27][C:28]([C:31]([C@H:33]3[CH2:34][CH2:35][C@H:36]([C:39]([O:41][CH3:42])=[O:40])[CH2:37][CH2:38]3)=[CH2:1])=[CH:29][CH:30]=2)[CH:9]=1. (2) Given the reactants Cl.[CH:2]1([NH:8][OH:9])[CH2:7][CH2:6][CH2:5][CH2:4][CH2:3]1.[N:10]1([C:15]2[CH:22]=[CH:21][CH:20]=[CH:19][C:16]=2[CH:17]=O)[CH:14]=[CH:13][N:12]=[CH:11]1, predict the reaction product. The product is: [CH:2]1([N+:8]([O-:9])=[CH:17][C:16]2[CH:19]=[CH:20][CH:21]=[CH:22][C:15]=2[N:10]2[CH:14]=[CH:13][N:12]=[CH:11]2)[CH2:7][CH2:6][CH2:5][CH2:4][CH2:3]1. (3) Given the reactants [CH:1]([CH:4]([C:10](=O)[CH2:11][CH2:12][C:13]1[CH:18]=[CH:17][CH:16]=[CH:15][CH:14]=1)[C:5]([O:7]CC)=O)([CH3:3])[CH3:2].[NH2:20][C:21]1[C:25]([C:26]#[N:27])=[CH:24][NH:23][N:22]=1, predict the reaction product. The product is: [CH:1]([C:4]1[C:5](=[O:7])[N:22]2[N:23]=[CH:24][C:25]([C:26]#[N:27])=[C:21]2[NH:20][C:10]=1[CH2:11][CH2:12][C:13]1[CH:14]=[CH:15][CH:16]=[CH:17][CH:18]=1)([CH3:2])[CH3:3]. (4) Given the reactants [CH3:1][C:2]1[N:3]=[N:4][C:5]([C:8]2[CH:13]=[CH:12][CH:11]=[CH:10][CH:9]=2)=[CH:6][CH:7]=1.C1C(=O)N([Br:21])C(=O)C1.N(C(C)(CC(C)C)C#N)=NC(C)(CC(C)C)C#N, predict the reaction product. The product is: [Br:21][CH2:1][C:2]1[N:3]=[N:4][C:5]([C:8]2[CH:9]=[CH:10][CH:11]=[CH:12][CH:13]=2)=[CH:6][CH:7]=1.